From a dataset of Reaction yield outcomes from USPTO patents with 853,638 reactions. Predict the reaction yield, written as a fraction of the theoretical maximum amount of product (1.0 means a 100% yield; for example, 0.34 means a 34% yield). (1) The reactants are C([O:8][C:9]1[CH:10]=[C:11]2[C:16](=[CH:17][CH:18]=1)[CH:15]=[C:14]([C:19]1[NH:23][C:22]3[CH:24]=[CH:25][CH:26]=[CH:27][C:21]=3[N:20]=1)[CH:13]=[CH:12]2)C1C=CC=CC=1.CO.C(O)=O. The catalyst is C1COCC1.[Pd]. The product is [NH:20]1[C:21]2[CH:27]=[CH:26][CH:25]=[CH:24][C:22]=2[N:23]=[C:19]1[C:14]1[CH:15]=[C:16]2[C:11](=[CH:12][CH:13]=1)[CH:10]=[C:9]([OH:8])[CH:18]=[CH:17]2. The yield is 0.940. (2) The yield is 0.920. The product is [CH:17]1[C:16]2[N:15]([CH2:14][CH2:13][CH2:12][P:4](=[O:3])([O:5][CH2:6][CH3:7])[O:8][CH2:9][CH3:10])[C:27]3[C:22](=[CH:23][CH:24]=[CH:25][CH:26]=3)[C:21]=2[CH:20]=[CH:19][CH:18]=1. The reactants are C([O:3][P:4]([O:8][CH2:9][CH3:10])[O:5][CH2:6][CH3:7])C.Br[CH2:12][CH2:13][CH2:14][N:15]1[C:27]2[CH:26]=[CH:25][CH:24]=[CH:23][C:22]=2[C:21]2[C:16]1=[CH:17][CH:18]=[CH:19][CH:20]=2. No catalyst specified.